This data is from Full USPTO retrosynthesis dataset with 1.9M reactions from patents (1976-2016). The task is: Predict the reactants needed to synthesize the given product. Given the product [CH2:1]([O:8][C:9]1[CH:18]=[C:13]([CH2:14][OH:15])[CH:12]=[N:11][CH:10]=1)[C:2]1[CH:3]=[CH:4][CH:5]=[CH:6][CH:7]=1, predict the reactants needed to synthesize it. The reactants are: [CH2:1]([O:8][C:9]1[CH:10]=[N:11][CH:12]=[C:13]([CH:18]=1)[C:14](OC)=[O:15])[C:2]1[CH:7]=[CH:6][CH:5]=[CH:4][CH:3]=1.[H-].[H-].[H-].[H-].[Li+].[Al+3].